Dataset: Full USPTO retrosynthesis dataset with 1.9M reactions from patents (1976-2016). Task: Predict the reactants needed to synthesize the given product. Given the product [C:1]1([N:7]([C:35]([O:37][CH3:38])=[O:36])[NH:8][C:9]([C:11]2[C:20]3[C:15](=[CH:16][CH:17]=[CH:18][CH:19]=3)[N:14]=[C:13]([C:21]3[CH:26]=[CH:25][CH:24]=[CH:23][CH:22]=3)[C:12]=2[CH2:27][O:28][CH:29]2[CH2:34][CH2:33][N:32]([CH:42]3[CH2:43][CH2:44][O:39][CH2:40][CH2:41]3)[CH2:31][CH2:30]2)=[O:10])[CH:2]=[CH:3][CH:4]=[CH:5][CH:6]=1, predict the reactants needed to synthesize it. The reactants are: [C:1]1([N:7]([C:35]([O:37][CH3:38])=[O:36])[NH:8][C:9]([C:11]2[C:20]3[C:15](=[CH:16][CH:17]=[CH:18][CH:19]=3)[N:14]=[C:13]([C:21]3[CH:26]=[CH:25][CH:24]=[CH:23][CH:22]=3)[C:12]=2[CH2:27][O:28][CH:29]2[CH2:34][CH2:33][NH:32][CH2:31][CH2:30]2)=[O:10])[CH:6]=[CH:5][CH:4]=[CH:3][CH:2]=1.[O:39]1[CH2:44][CH2:43][C:42](=O)[CH2:41][CH2:40]1.